This data is from Catalyst prediction with 721,799 reactions and 888 catalyst types from USPTO. The task is: Predict which catalyst facilitates the given reaction. (1) Reactant: CC(C)([O-])C.[Na+].C([Li])CCC.[C:12]1([CH:18]2[S:23][CH2:22][CH2:21][CH2:20][S:19]2)[CH:17]=[CH:16][CH:15]=[CH:14][CH:13]=1.Br[CH2:25][C:26]1[CH:30]=[CH:29][O:28][CH:27]=1. Product: [C:12]1([C:18]2([CH2:25][C:26]3[CH:30]=[CH:29][O:28][CH:27]=3)[S:19][CH2:20][CH2:21][CH2:22][S:23]2)[CH:13]=[CH:14][CH:15]=[CH:16][CH:17]=1. The catalyst class is: 323. (2) Reactant: [S:1]1[C:5]([C:6]([OH:8])=O)=[CH:4][CH:3]=[C:2]1[C:9]1[S:10][CH:11]=[CH:12][CH:13]=1.ON1C2C=CC=CC=2N=N1.Cl.C(N=C=NCCCN(C)C)C.[CH3:36][N:37]1[C:41]([C:42]2[CH:43]=[C:44]([CH:46]=[CH:47][CH:48]=2)[NH2:45])=[CH:40][N:39]=[C:38]1[CH3:49]. Product: [CH3:49][C:38]1[N:37]([CH3:36])[C:41]([C:42]2[CH:43]=[C:44]([NH:45][C:6]([C:5]3[S:1][C:2]([C:9]4[S:10][CH:11]=[CH:12][CH:13]=4)=[CH:3][CH:4]=3)=[O:8])[CH:46]=[CH:47][CH:48]=2)=[CH:40][N:39]=1. The catalyst class is: 112. (3) Reactant: [NH2:1][C:2]1[CH:10]=[CH:9][C:5]([C:6](O)=[O:7])=[CH:4][C:3]=1[Br:11].CN([C:15]([O:19][N:20]1N=NC2C=CC=N[C:21]1=2)=[N+](C)C)C.F[P-](F)(F)(F)(F)F.Cl.CONC. Product: [NH2:1][C:2]1[CH:10]=[CH:9][C:5]([C:6]([N:20]([O:19][CH3:15])[CH3:21])=[O:7])=[CH:4][C:3]=1[Br:11]. The catalyst class is: 35.